Predict the product of the given reaction. From a dataset of Forward reaction prediction with 1.9M reactions from USPTO patents (1976-2016). (1) Given the reactants [NH2:1][C:2]1[C:3]([F:20])=[CH:4][C:5]([F:19])=[C:6]([CH:18]=1)[O:7][C:8]1[CH:13]=[CH:12][N:11]=[C:10]([NH2:14])[C:9]=1[N+:15]([O-:17])=[O:16].[F:21][C:22]([F:34])([F:33])[O:23][C:24]1[CH:25]=[C:26]([CH:30]=[CH:31][CH:32]=1)[C:27](Cl)=[O:28], predict the reaction product. The product is: [NH2:14][C:10]1[C:9]([N+:15]([O-:17])=[O:16])=[C:8]([O:7][C:6]2[C:5]([F:19])=[CH:4][C:3]([F:20])=[C:2]([NH:1][C:27](=[O:28])[C:26]3[CH:30]=[CH:31][CH:32]=[C:24]([O:23][C:22]([F:21])([F:33])[F:34])[CH:25]=3)[CH:18]=2)[CH:13]=[CH:12][N:11]=1. (2) Given the reactants [CH2:1]([N:8]1[C:13](=[O:14])[CH:12]=[C:11]([N:15]=[CH:16][N:17]([CH3:19])[CH3:18])[N:10]([CH2:20][C:21]2[CH:26]=[CH:25][CH:24]=[CH:23][CH:22]=2)[C:9]1=[O:27])[C:2]1[CH:7]=[CH:6][CH:5]=[CH:4][CH:3]=1.[I:28]N1C(=O)CCC1=O, predict the reaction product. The product is: [CH2:1]([N:8]1[C:13](=[O:14])[C:12]([I:28])=[C:11]([N:15]=[CH:16][N:17]([CH3:19])[CH3:18])[N:10]([CH2:20][C:21]2[CH:22]=[CH:23][CH:24]=[CH:25][CH:26]=2)[C:9]1=[O:27])[C:2]1[CH:7]=[CH:6][CH:5]=[CH:4][CH:3]=1. (3) Given the reactants [Cl:1][C:2]1[CH:7]=[CH:6][C:5]([OH:8])=[C:4]([C:9]2[CH:14]=[CH:13][N:12]=[N:11][CH:10]=2)[CH:3]=1.F[C:16]1[CH:23]=[CH:22][C:19]([C:20]#[N:21])=[CH:18][CH:17]=1, predict the reaction product. The product is: [Cl:1][C:2]1[CH:7]=[CH:6][C:5]([O:8][C:16]2[CH:23]=[CH:22][C:19]([C:20]#[N:21])=[CH:18][CH:17]=2)=[C:4]([C:9]2[CH:14]=[CH:13][N:12]=[N:11][CH:10]=2)[CH:3]=1. (4) Given the reactants C(N(CC)CC)C.[Cl:8][C:9]1[N:14]([CH2:15][CH2:16][OH:17])[C:13](=[O:18])[C:12]([NH:19][CH2:20][CH2:21][C:22]2[CH:27]=[CH:26][CH:25]=[CH:24][N:23]=2)=[N:11][CH:10]=1.[CH3:28][S:29](Cl)(=[O:31])=[O:30], predict the reaction product. The product is: [Cl:8][C:9]1[N:14]([CH2:15][CH2:16][O:17][S:29]([CH3:28])(=[O:31])=[O:30])[C:13](=[O:18])[C:12]([NH:19][CH2:20][CH2:21][C:22]2[CH:27]=[CH:26][CH:25]=[CH:24][N:23]=2)=[N:11][CH:10]=1. (5) Given the reactants [I:1][C:2]1[CH:3]=[C:4]([CH:7]=[CH:8][CH:9]=1)[CH2:5][NH2:6].CC(O)=O.[CH:14](=O)[C:15]1[CH:20]=[CH:19][CH:18]=[CH:17][CH:16]=1.C(O[BH-](OC(=O)C)OC(=O)C)(=O)C.C[N+](C)(C)C, predict the reaction product. The product is: [CH2:14]([NH:6][CH2:5][C:4]1[CH:7]=[CH:8][CH:9]=[C:2]([I:1])[CH:3]=1)[C:15]1[CH:20]=[CH:19][CH:18]=[CH:17][CH:16]=1. (6) Given the reactants [C:1]([C:4]1[CH:11]=[CH:10][C:7]([C:8]#[N:9])=[CH:6][CH:5]=1)(=[O:3])[CH3:2].C[Si]([N-][Si](C)(C)C)(C)C.[Na+].[C:22](OC(C)(C)C)(=[O:30])[C:23]([O:25][C:26]([CH3:29])([CH3:28])[CH3:27])=[O:24].[Cl-].[NH4+], predict the reaction product. The product is: [C:26]([O:25][C:23](=[O:24])[C:22](=[O:30])/[CH:2]=[C:1](/[C:4]1[CH:11]=[CH:10][C:7]([C:8]#[N:9])=[CH:6][CH:5]=1)\[OH:3])([CH3:29])([CH3:28])[CH3:27].